Dataset: Forward reaction prediction with 1.9M reactions from USPTO patents (1976-2016). Task: Predict the product of the given reaction. (1) Given the reactants [Br:1][C:2]1[CH:10]=[CH:9][CH:8]=[C:7]2[C:3]=1[CH2:4][CH:5]([CH3:12])[C:6]2=[O:11].[BH4-].[Na+].[OH-].[K+].CI.Br[C:20]1C=CC=C2C=1CC(C)C2O, predict the reaction product. The product is: [Br:1][C:2]1[CH:10]=[CH:9][CH:8]=[C:7]2[C:3]=1[CH2:4][CH:5]([CH3:12])[CH:6]2[O:11][CH3:20]. (2) The product is: [Br:1][CH:12]([CH2:11][C:5]1[C:6]([F:10])=[CH:7][CH:8]=[CH:9][C:4]=1[Cl:3])[CH:13]=[O:14]. Given the reactants [Br:1]Br.[Cl:3][C:4]1[CH:9]=[CH:8][CH:7]=[C:6]([F:10])[C:5]=1[CH2:11][CH2:12][CH:13]=[O:14], predict the reaction product. (3) Given the reactants [CH:1]([O:4][C:5]1[CH:48]=[C:47]([CH3:49])[CH:46]=[CH:45][C:6]=1[C:7]([NH:9][C:10]1[CH:11]=[C:12]2[C:17](=[CH:18][CH:19]=1)[CH2:16][N:15]([CH2:20][C:21]1[N:25]=[CH:24][N:23](C(C3C=CC=CC=3)(C3C=CC=CC=3)C3C=CC=CC=3)[N:22]=1)[CH2:14][CH2:13]2)=[O:8])([CH3:3])[CH3:2].Cl.O.C(=O)(O)[O-].[Na+], predict the reaction product. The product is: [CH:1]([O:4][C:5]1[CH:48]=[C:47]([CH3:49])[CH:46]=[CH:45][C:6]=1[C:7]([NH:9][C:10]1[CH:11]=[C:12]2[C:17](=[CH:18][CH:19]=1)[CH2:16][N:15]([CH2:20][C:21]1[N:25]=[CH:24][NH:23][N:22]=1)[CH2:14][CH2:13]2)=[O:8])([CH3:3])[CH3:2]. (4) Given the reactants Cl[C:2]1[N:7]=[C:6]2[CH:8]=[CH:9][N:10]([CH2:11][C@@H:12]3[CH2:16][CH2:15][N:14]([C:17]([O:19][C:20]([CH3:23])([CH3:22])[CH3:21])=[O:18])[CH2:13]3)[C:5]2=[CH:4][C:3]=1[C:24]1[CH:29]=[CH:28][C:27]([C:30]#[N:31])=[CH:26][CH:25]=1.C(=O)([O-])[O-].[Na+].[Na+].[CH3:38][C:39]1[CH:44]=[CH:43][C:42](B(O)O)=[CH:41][CH:40]=1, predict the reaction product. The product is: [C:30]([C:27]1[CH:28]=[CH:29][C:24]([C:3]2[CH:4]=[C:5]3[N:10]([CH2:11][C@@H:12]4[CH2:16][CH2:15][N:14]([C:17]([O:19][C:20]([CH3:23])([CH3:21])[CH3:22])=[O:18])[CH2:13]4)[CH:9]=[CH:8][C:6]3=[N:7][C:2]=2[C:42]2[CH:43]=[CH:44][C:39]([CH3:38])=[CH:40][CH:41]=2)=[CH:25][CH:26]=1)#[N:31].